This data is from M1 muscarinic receptor antagonist screen with 61,756 compounds. The task is: Binary Classification. Given a drug SMILES string, predict its activity (active/inactive) in a high-throughput screening assay against a specified biological target. (1) The compound is Oc1cc(c(c2ccc(O)cc2)cc1)C(O)=O. The result is 0 (inactive). (2) The compound is S1(=O)(=O)N(C(=O)c2c1cccc2)CC(=O)Nc1cc(N(S(=O)(=O)C)C)ccc1. The result is 0 (inactive). (3) The molecule is s1c2c(CCCCC2)c(C(=O)N2CCN(CC2)C(OCC)=O)c1. The result is 0 (inactive). (4) The molecule is Clc1sc(C(=O)COC(=O)c2c(=O)[nH]ccc2)cc1. The result is 0 (inactive). (5) The compound is s1c(C(=O)N2CCN(C3CCN(CC3)Cc3ccccc3)CC2)ccc1. The result is 1 (active). (6) The drug is O=C1C2C(N(CC1)C(=O)c1ccccc1)CCCC2. The result is 0 (inactive). (7) The drug is O=C1N(C(=O)C2C1C1CC2C=C1)C(Cc1ccccc1)C(=O)NCc1occc1. The result is 0 (inactive). (8) The compound is O(C(=O)N1CCC(Nc2nn3c(nnc3c3ccccc3)cc2)CC1)CC. The result is 0 (inactive). (9) The result is 0 (inactive). The compound is S(c1c(cccc1)C(OCC(=O)NC(=O)NCC)=O)CC(=O)NC(=O)NCC.